From a dataset of Reaction yield outcomes from USPTO patents with 853,638 reactions. Predict the reaction yield, written as a fraction of the theoretical maximum amount of product (1.0 means a 100% yield; for example, 0.34 means a 34% yield). (1) The reactants are [Cl:1][C:2]1[C:23]([Cl:24])=[CH:22][C:5]2[O:6][C@H:7]([CH2:10]OS(C3C=CC(C)=CC=3)(=O)=O)[CH2:8][O:9][C:4]=2[CH:3]=1.[C:25]1(=[O:35])[NH:29][C:28](=[O:30])[C:27]2=[CH:31][CH:32]=[CH:33][CH:34]=[C:26]12.[K].O. The catalyst is CN(C=O)C. The product is [Cl:1][C:2]1[C:23]([Cl:24])=[CH:22][C:5]2[O:6][C@@H:7]([CH2:10][N:29]3[C:25](=[O:35])[C:26]4[C:27](=[CH:31][CH:32]=[CH:33][CH:34]=4)[C:28]3=[O:30])[CH2:8][O:9][C:4]=2[CH:3]=1. The yield is 0.800. (2) The reactants are [C:1]([O:5][C:6](=[O:11])[NH:7][CH2:8][CH2:9][NH2:10])([CH3:4])([CH3:3])[CH3:2].CCN(CC)CC.[C:19](Cl)([O:21][CH2:22][C:23]1[CH:28]=[CH:27][CH:26]=[CH:25][CH:24]=1)=[O:20]. The catalyst is C1COCC1. The product is [CH2:9]([NH:10][C:19](=[O:20])[O:21][CH2:22][C:23]1[CH:28]=[CH:27][CH:26]=[CH:25][CH:24]=1)[CH2:8][NH:7][C:6](=[O:11])[O:5][C:1]([CH3:4])([CH3:2])[CH3:3]. The yield is 0.830.